This data is from Catalyst prediction with 721,799 reactions and 888 catalyst types from USPTO. The task is: Predict which catalyst facilitates the given reaction. (1) Reactant: [F:1][C:2]([F:7])([F:6])[C:3](O)=O.[Cl:8][C:9]1[CH:14]=[CH:13][C:12]([C:15]2([C:39]#[N:40])[CH:19]([CH2:20][C:21]([CH3:24])([CH3:23])[CH3:22])[NH:18][CH:17]([C:25](O)=[O:26])[CH:16]2[C:28]2[CH:33]=[CH:32][C:31](C(F)(F)F)=[C:30]([Cl:38])[CH:29]=2)=C(F)[CH:10]=1.CC1(C)[O:47][C@@H:46]([CH2:48][CH2:49][NH2:50])[CH2:45][O:44]1.CN(C(ON1N=NC2C=CC=NC1=2)=[N+](C)C)C.[F:69][P-](F)(F)(F)(F)F.CCN(C(C)C)C(C)C.Cl. Product: [OH:47][C@H:46]([CH2:45][OH:44])[CH2:48][CH2:49][NH:50][C:25]([CH:17]1[CH:16]([C:28]2[CH:33]=[CH:32][C:31]([F:69])=[C:30]([Cl:38])[CH:29]=2)[C:15]([C:12]2[CH:13]=[CH:14][C:9]([Cl:8])=[CH:10][C:3]=2[C:2]([F:7])([F:6])[F:1])([C:39]#[N:40])[CH:19]([CH2:20][C:21]([CH3:23])([CH3:24])[CH3:22])[NH:18]1)=[O:26]. The catalyst class is: 539. (2) Reactant: S(Cl)(C1C=[CH:9][C:7]([CH3:8])=[CH:6]C=1)(=O)=O.[Cl:12][C:13]1(C(O)=O)[CH:18]=[CH:17][C:16]([Br:19])=[CH:15][NH:14]1.N1C=CC=CC=1.[C:29]([O-:32])(O)=[O:30].[Na+]. Product: [Br:19][C:16]1[C:15]([C:29]([O:32][C:7]([CH3:9])([CH3:8])[CH3:6])=[O:30])=[N:14][C:13]([Cl:12])=[CH:18][CH:17]=1. The catalyst class is: 218.